Dataset: Forward reaction prediction with 1.9M reactions from USPTO patents (1976-2016). Task: Predict the product of the given reaction. (1) Given the reactants [Br:1][CH2:2][CH2:3][CH2:4][CH2:5][CH2:6]Br.[NH:8]1[CH2:14][CH2:13][CH2:12][CH2:11][CH2:10][CH2:9]1, predict the reaction product. The product is: [Br-:1].[CH2:2]1[N+:8]2([CH2:14][CH2:13][CH2:12][CH2:11][CH2:10][CH2:9]2)[CH2:6][CH2:5][CH2:4][CH2:3]1. (2) Given the reactants [NH2:1][C:2]1[CH:7]=[C:6]([CH2:8][C:9]([C:12]2[CH:17]=[CH:16][CH:15]=[CH:14][CH:13]=2)([OH:11])[CH3:10])[CH:5]=[CH:4][N:3]=1.[C:18]([N:26]=C=O)(=[O:25])C1C=CC=CC=1.C(O)C.C(=O)([O-])[O-].[K+].[K+], predict the reaction product. The product is: [OH:11][C:9]([C:12]1[CH:13]=[CH:14][CH:15]=[CH:16][CH:17]=1)([CH3:10])[CH2:8][C:6]1[CH:5]=[CH:4][N:3]=[C:2]([NH:1][C:18]([NH2:26])=[O:25])[CH:7]=1. (3) The product is: [NH2:42][C:38]1[CH:37]=[C:36](/[CH:34]=[CH:35]/[C:11]2[CH:10]=[C:9]([NH:8][C:6]3[C:5]([Cl:33])=[CH:4][N:3]=[C:2]([Cl:1])[N:7]=3)[CH:14]=[CH:13][C:12]=2[NH:15][CH:16]2[CH2:21][CH2:20][N:19]([C:22]([O:24][CH2:25][C:26]3[CH:31]=[CH:30][CH:29]=[CH:28][CH:27]=3)=[O:23])[CH2:18][CH2:17]2)[CH:41]=[N:40][CH:39]=1. Given the reactants [Cl:1][C:2]1[N:7]=[C:6]([NH:8][C:9]2[CH:14]=[CH:13][C:12]([NH:15][CH:16]3[CH2:21][CH2:20][N:19]([C:22]([O:24][CH2:25][C:26]4[CH:31]=[CH:30][CH:29]=[CH:28][CH:27]=4)=[O:23])[CH2:18][CH2:17]3)=[C:11](I)[CH:10]=2)[C:5]([Cl:33])=[CH:4][N:3]=1.[CH:34]([C:36]1[CH:37]=[C:38]([NH2:42])[CH:39]=[N:40][CH:41]=1)=[CH2:35], predict the reaction product. (4) Given the reactants [F:1][C@:2]1([CH3:18])[C@H:6]([OH:7])[C@@H:5]([CH2:8]O)[O:4][C@H:3]1[N:10]1[CH:15]=[CH:14][C:13](=[O:16])[NH:12][C:11]1=[O:17].C1C=CC(P(C2C=CC=CC=2)C2C=CC=CC=2)=CC=1.N1C=CN=C1.[I:43]I, predict the reaction product. The product is: [F:1][C@:2]1([CH3:18])[C@H:6]([OH:7])[C@@H:5]([CH2:8][I:43])[O:4][C@H:3]1[N:10]1[CH:15]=[CH:14][C:13](=[O:16])[NH:12][C:11]1=[O:17]. (5) The product is: [CH3:24][O:23][C:20]1[CH:21]=[CH:22][C:17]([CH2:16][N:14]2[CH:15]=[C:4]3[C:5]([N:6]([CH2:9][CH2:10][O:11][CH3:12])[CH2:7][CH2:8][CH:2]([S:28][C:26]#[N:27])[C:3]3=[O:25])=[N:13]2)=[CH:18][CH:19]=1. Given the reactants Br[CH:2]1[CH2:8][CH2:7][N:6]([CH2:9][CH2:10][O:11][CH3:12])[C:5]2=[N:13][N:14]([CH2:16][C:17]3[CH:22]=[CH:21][C:20]([O:23][CH3:24])=[CH:19][CH:18]=3)[CH:15]=[C:4]2[C:3]1=[O:25].[C:26]([S-:28])#[N:27].[K+].O, predict the reaction product. (6) Given the reactants [Cl:1][C:2]1[C:9]([CH3:10])=[C:8]([N:11]2[C:15](=[O:16])[C:14]3([CH2:20][CH2:19][CH2:18][CH:17]3[OH:21])[O:13][C:12]2=[O:22])[CH:7]=[CH:6][C:3]=1[C:4]#[N:5].N1C=CN=C1.[C:28]([Si:32]([CH3:35])([CH3:34])Cl)([CH3:31])([CH3:30])[CH3:29], predict the reaction product. The product is: [Si:32]([O:21][CH:17]1[CH2:18][CH2:19][CH2:20][C:14]21[O:13][C:12](=[O:22])[N:11]([C:8]1[CH:7]=[CH:6][C:3]([C:4]#[N:5])=[C:2]([Cl:1])[C:9]=1[CH3:10])[C:15]2=[O:16])([C:28]([CH3:31])([CH3:30])[CH3:29])([CH3:35])[CH3:34].